From a dataset of Forward reaction prediction with 1.9M reactions from USPTO patents (1976-2016). Predict the product of the given reaction. (1) The product is: [CH3:12][O:13][C:14](=[O:28])[C:15]1[CH:20]=[CH:19][C:18]([N:21]2[C:2]3=[N:3][CH:4]=[C:5]([CH3:11])[CH:6]=[C:7]3[N:8]=[C:22]2[CH3:23])=[CH:17][C:16]=1[O:25][CH2:26][CH3:27]. Given the reactants Cl[C:2]1[C:7]([N+:8]([O-])=O)=[CH:6][C:5]([CH3:11])=[CH:4][N:3]=1.[CH3:12][O:13][C:14](=[O:28])[C:15]1[CH:20]=[CH:19][C:18]([NH:21][C:22](=O)[CH3:23])=[CH:17][C:16]=1[O:25][CH2:26][CH3:27], predict the reaction product. (2) Given the reactants Cl.[N+:2]([C:5]1[CH:11]=[C:10]([C:12]2[CH:13]=[CH:14][C:15]3[O:21][CH2:20][CH2:19][NH:18][CH2:17][C:16]=3[CH:22]=2)[CH:9]=[CH:8][C:6]=1[NH2:7])([O-:4])=[O:3].CCN(C(C)C)C(C)C.Cl[C:33]([O:35][CH2:36][CH:37]=[CH2:38])=[O:34], predict the reaction product. The product is: [NH2:7][C:6]1[CH:8]=[CH:9][C:10]([C:12]2[CH:13]=[CH:14][C:15]3[O:21][CH2:20][CH2:19][N:18]([C:33]([O:35][CH2:36][CH:37]=[CH2:38])=[O:34])[CH2:17][C:16]=3[CH:22]=2)=[CH:11][C:5]=1[N+:2]([O-:4])=[O:3].